From a dataset of NCI-60 drug combinations with 297,098 pairs across 59 cell lines. Regression. Given two drug SMILES strings and cell line genomic features, predict the synergy score measuring deviation from expected non-interaction effect. (1) Drug 1: C1=C(C(=O)NC(=O)N1)F. Drug 2: CC1=C(C=C(C=C1)NC(=O)C2=CC=C(C=C2)CN3CCN(CC3)C)NC4=NC=CC(=N4)C5=CN=CC=C5. Cell line: A549. Synergy scores: CSS=51.8, Synergy_ZIP=7.48, Synergy_Bliss=3.06, Synergy_Loewe=-3.07, Synergy_HSA=1.65. (2) Drug 1: C1CCN(CC1)CCOC2=CC=C(C=C2)C(=O)C3=C(SC4=C3C=CC(=C4)O)C5=CC=C(C=C5)O. Synergy scores: CSS=-1.06, Synergy_ZIP=-0.669, Synergy_Bliss=-2.24, Synergy_Loewe=-8.54, Synergy_HSA=-3.91. Cell line: 786-0. Drug 2: C1C(C(OC1N2C=NC3=C(N=C(N=C32)Cl)N)CO)O.